This data is from Reaction yield outcomes from USPTO patents with 853,638 reactions. The task is: Predict the reaction yield, written as a fraction of the theoretical maximum amount of product (1.0 means a 100% yield; for example, 0.34 means a 34% yield). (1) The reactants are [CH2:1]([O:3][C:4]1[CH:5]=[C:6]([C:20]2[CH:25]=[CH:24][C:23]([CH2:26][C:27]([OH:29])=O)=[C:22]([F:30])[CH:21]=2)[CH:7]=[N:8][C:9]=1[O:10][CH2:11][C:12]1[CH:17]=[CH:16][C:15]([O:18][CH3:19])=[CH:14][CH:13]=1)[CH3:2].[N:31]1[NH:32][N:33]=[N:34][C:35]=1[C:36]1[CH:37]=[C:38]([CH:40]=[C:41]([C:43]([F:46])([F:45])[F:44])[CH:42]=1)[NH2:39].C(P1(=O)OP(CCC)(=O)OP(CCC)(=O)O1)CC.CC(=O)OCC. The catalyst is N1C=CC=CC=1. The product is [N:34]1[NH:33][N:32]=[N:31][C:35]=1[C:36]1[CH:37]=[C:38]([NH:39][C:27](=[O:29])[CH2:26][C:23]2[CH:24]=[CH:25][C:20]([C:6]3[CH:7]=[N:8][C:9]([O:10][CH2:11][C:12]4[CH:17]=[CH:16][C:15]([O:18][CH3:19])=[CH:14][CH:13]=4)=[C:4]([O:3][CH2:1][CH3:2])[CH:5]=3)=[CH:21][C:22]=2[F:30])[CH:40]=[C:41]([C:43]([F:45])([F:46])[F:44])[CH:42]=1. The yield is 0.429. (2) The catalyst is CN(C=O)C.O.C1C=CC(P(C2C=CC=CC=2)[C-]2C=CC=C2)=CC=1.C1C=CC(P(C2C=CC=CC=2)[C-]2C=CC=C2)=CC=1.Cl[Pd]Cl.[Fe+2]. The yield is 0.310. The product is [Cl:17][C:14]1[CH:15]=[C:16]2[C:11]([C:10]([NH2:19])=[N:9][C:8]2([C:20]2[CH:25]=[CH:24][N:23]=[C:22]([CH3:26])[CH:21]=2)[C:4]2[CH:5]=[CH:6][CH:7]=[C:2]([C:31]3[CH:32]=[N:27][CH:28]=[N:29][CH:30]=3)[CH:3]=2)=[C:12]([F:18])[CH:13]=1. The reactants are Br[C:2]1[CH:3]=[C:4]([C:8]2([C:20]3[CH:25]=[CH:24][N:23]=[C:22]([CH3:26])[CH:21]=3)[C:16]3[C:11](=[C:12]([F:18])[CH:13]=[C:14]([Cl:17])[CH:15]=3)[C:10]([NH2:19])=[N:9]2)[CH:5]=[CH:6][CH:7]=1.[N:27]1[CH:32]=[C:31](B(O)O)[CH:30]=[N:29][CH:28]=1.C(=O)([O-])[O-].[K+].[K+]. (3) The reactants are [CH2:1]([C:3]1[CH:8]=[CH:7][C:6]([C@H:9]2[CH2:14][C@@H:13]([C:15]([F:18])([F:17])[F:16])[N:12]3[N:19]=[CH:20][C:21]([C:22](O)=[O:23])=[C:11]3[NH:10]2)=[CH:5][CH:4]=1)[CH3:2].CN(C(ON1N=NC2C=CC=NC1=2)=[N+](C)C)C.F[P-](F)(F)(F)(F)F.C(N(CC)C(C)C)(C)C.Cl.[O:59]1[CH:63]=[CH:62][C:61]([CH2:64][NH2:65])=[CH:60]1. No catalyst specified. The product is [CH2:1]([C:3]1[CH:4]=[CH:5][C:6]([C@H:9]2[CH2:14][C@@H:13]([C:15]([F:16])([F:18])[F:17])[N:12]3[N:19]=[CH:20][C:21]([C:22]([NH:65][CH2:64][C:61]4[CH:62]=[CH:63][O:59][CH:60]=4)=[O:23])=[C:11]3[NH:10]2)=[CH:7][CH:8]=1)[CH3:2]. The yield is 0.770. (4) The reactants are [CH3:1][N:2]([CH3:22])[CH2:3][CH2:4][C:5]([N:7]1[CH2:16][CH2:15][C:14]2[C:9](=[CH:10][C:11]([N+:19]([O-])=O)=[C:12]([O:17][CH3:18])[CH:13]=2)[CH2:8]1)=[O:6].[H][H]. The catalyst is C(O)C.[Pd]. The product is [CH3:22][N:2]([CH3:1])[CH2:3][CH2:4][C:5]([N:7]1[CH2:16][CH2:15][C:14]2[C:9](=[CH:10][C:11]([NH2:19])=[C:12]([O:17][CH3:18])[CH:13]=2)[CH2:8]1)=[O:6]. The yield is 0.990. (5) The reactants are [CH2:1]([O:3][C:4](=[O:22])[CH2:5][C:6]1[N:7]([C:15]([O:17][C:18]([CH3:21])([CH3:20])[CH3:19])=[O:16])[C:8]2[C:13]([CH:14]=1)=[CH:12][CH:11]=[CH:10][CH:9]=2)[CH3:2].[CH3:23][Si](C)(C)N[Si](C)(C)C.[K].CI. The catalyst is C1COCC1. The product is [CH2:1]([O:3][C:4](=[O:22])[CH:5]([C:6]1[N:7]([C:15]([O:17][C:18]([CH3:21])([CH3:20])[CH3:19])=[O:16])[C:8]2[C:13]([CH:14]=1)=[CH:12][CH:11]=[CH:10][CH:9]=2)[CH3:23])[CH3:2]. The yield is 0.880. (6) The reactants are FC(F)(F)S(O[C:7]1[C:12]([O:13][CH3:14])=[CH:11][C:10]([CH:15]=[O:16])=[CH:9][C:8]=1[O:17][CH3:18])(=O)=O.[CH2:21]([NH2:28])[C:22]1[CH:27]=[CH:26][CH:25]=[CH:24][CH:23]=1.C(=O)([O-])[O-].[Cs+].[Cs+]. The catalyst is O1CCOCC1.C([O-])(=O)C.[Pd+2].C([O-])(=O)C.C1C=CC(P(C2C(C3C(P(C4C=CC=CC=4)C4C=CC=CC=4)=CC=C4C=3C=CC=C4)=C3C(C=CC=C3)=CC=2)C2C=CC=CC=2)=CC=1. The product is [CH2:21]([NH:28][C:7]1[C:8]([O:17][CH3:18])=[CH:9][C:10]([CH:15]=[O:16])=[CH:11][C:12]=1[O:13][CH3:14])[C:22]1[CH:27]=[CH:26][CH:25]=[CH:24][CH:23]=1. The yield is 0.680.